Dataset: Reaction yield outcomes from USPTO patents with 853,638 reactions. Task: Predict the reaction yield, written as a fraction of the theoretical maximum amount of product (1.0 means a 100% yield; for example, 0.34 means a 34% yield). (1) The reactants are [NH2:1][CH2:2][C:3]1[CH:12]=[CH:11][C:6]([C:7]([O:9][CH3:10])=[O:8])=[CH:5][CH:4]=1.[OH:13][C:14]1[CH:21]=[CH:20][C:17]([CH:18]=O)=[CH:16][CH:15]=1.[BH4-].[Na+].C(=O)([O-])O.[Na+]. The catalyst is C(O)C. The product is [OH:13][C:14]1[CH:21]=[CH:20][C:17]([CH2:18][NH:1][CH2:2][C:3]2[CH:4]=[CH:5][C:6]([C:7]([O:9][CH3:10])=[O:8])=[CH:11][CH:12]=2)=[CH:16][CH:15]=1. The yield is 0.520. (2) The reactants are [NH2:1][C:2]([C:4]1[CH:19]=[CH:18][C:7]([C:8]([O:10]CC2C=CC=CC=2)=[O:9])=[CH:6][C:5]=1[NH:20][CH:21]1[CH2:26][CH2:25][CH2:24][CH2:23][CH2:22]1)=[O:3].[H][H]. The catalyst is CO.[Pd]. The product is [NH2:1][C:2]([C:4]1[CH:19]=[CH:18][C:7]([C:8]([OH:10])=[O:9])=[CH:6][C:5]=1[NH:20][CH:21]1[CH2:26][CH2:25][CH2:24][CH2:23][CH2:22]1)=[O:3]. The yield is 0.740. (3) The reactants are Cl.Cl.[NH:3]1[CH2:8][CH2:7][CH:6]([O:9][C:10]2[N:15]=[CH:14][CH:13]=[CH:12][N:11]=2)[CH2:5][CH2:4]1.C(N(C(C)C)CC)(C)C.[Cl:25][C:26]1[CH:31]=[CH:30][CH:29]=[CH:28][C:27]=1[CH2:32][N:33]=[C:34]=[O:35]. No catalyst specified. The product is [Cl:25][C:26]1[CH:31]=[CH:30][CH:29]=[CH:28][C:27]=1[CH2:32][NH:33][C:34]([N:3]1[CH2:4][CH2:5][CH:6]([O:9][C:10]2[N:11]=[CH:12][CH:13]=[CH:14][N:15]=2)[CH2:7][CH2:8]1)=[O:35]. The yield is 0.640.